Dataset: Full USPTO retrosynthesis dataset with 1.9M reactions from patents (1976-2016). Task: Predict the reactants needed to synthesize the given product. (1) Given the product [F:8][C:6]1[CH:5]=[C:4]2[C:3]([CH:12]=[CH:11][C:10](=[O:19])[NH:9]2)=[CH:2][CH:7]=1, predict the reactants needed to synthesize it. The reactants are: F[C:2]1[CH:3]=[C:4]([NH:9][C:10](=[O:19])/[CH:11]=[CH:12]/C2C=CC=CC=2)[CH:5]=[C:6]([F:8])[CH:7]=1.FC1C=C(NC(=O)C=CC2C=CC=CC=2)C=CC=1.[Cl-].[Cl-].[Cl-].[Al+3].FC1C(F)=C2C(C=CC(=O)N2)=CC=1. (2) Given the product [F:1][C:2]1[C:10]([O:11][C:12]2[C:21]3[C:16](=[CH:17][CH:18]=[CH:19][CH:20]=3)[C:15]([CH2:22][C:23]3[CH:24]=[N:25][C:26]([OH:29])=[CH:27][CH:28]=3)=[N:14][N:13]=2)=[CH:9][CH:8]=[C:7]2[C:3]=1[CH:4]=[C:5]([CH3:31])[NH:6]2, predict the reactants needed to synthesize it. The reactants are: [F:1][C:2]1[C:10]([O:11][C:12]2[C:21]3[C:16](=[CH:17][CH:18]=[CH:19][CH:20]=3)[C:15]([CH2:22][C:23]3[CH:24]=[N:25][C:26]([O:29]C)=[CH:27][CH:28]=3)=[N:14][N:13]=2)=[CH:9][CH:8]=[C:7]2[C:3]=1[CH:4]=[C:5]([CH3:31])[NH:6]2. (3) Given the product [Cl:1][C:2]1[CH:27]=[CH:26][C:5]([CH2:6][N:7]2[C:15]3[C:10](=[CH:11][C:12]([CH:16]=[C:17]4[S:21][C:20]([N:33]([CH3:32])[CH2:34][CH2:35][N:36]5[CH2:41][CH2:40][O:39][CH2:38][CH2:37]5)=[N:19][C:18]4=[O:25])=[CH:13][CH:14]=3)[CH:9]=[N:8]2)=[C:4]([C:28]([F:31])([F:30])[F:29])[CH:3]=1, predict the reactants needed to synthesize it. The reactants are: [Cl:1][C:2]1[CH:27]=[CH:26][C:5]([CH2:6][N:7]2[C:15]3[C:10](=[CH:11][C:12]([CH:16]=[C:17]4[S:21][CH:20](SCC)[NH:19][C:18]4=[O:25])=[CH:13][CH:14]=3)[CH:9]=[N:8]2)=[C:4]([C:28]([F:31])([F:30])[F:29])[CH:3]=1.[CH3:32][NH:33][CH2:34][CH2:35][N:36]1[CH2:41][CH2:40][O:39][CH2:38][CH2:37]1.